This data is from Full USPTO retrosynthesis dataset with 1.9M reactions from patents (1976-2016). The task is: Predict the reactants needed to synthesize the given product. (1) Given the product [CH2:13]([C:17]1[N:18]=[C:19]([CH3:48])[N:20]([C:39]2[CH:40]=[CH:41][C:42]3[O:46][CH2:45][CH2:44][C:43]=3[CH:47]=2)[C:21](=[O:38])[C:22]=1[CH2:23][C:24]1[CH:25]=[CH:26][C:27]([C:30]2[CH:35]=[CH:34][CH:33]=[CH:32][C:31]=2[C:36]2[NH:3][C:4](=[O:7])[O:5][N:37]=2)=[CH:28][CH:29]=1)[CH2:14][CH2:15][CH3:16], predict the reactants needed to synthesize it. The reactants are: [Cl-].O[NH3+:3].[C:4](=[O:7])([O-])[OH:5].[Na+].CS(C)=O.[CH2:13]([C:17]1[N:18]=[C:19]([CH3:48])[N:20]([C:39]2[CH:40]=[CH:41][C:42]3[O:46][CH2:45][CH2:44][C:43]=3[CH:47]=2)[C:21](=[O:38])[C:22]=1[CH2:23][C:24]1[CH:29]=[CH:28][C:27]([C:30]2[C:31]([C:36]#[N:37])=[CH:32][CH:33]=[CH:34][CH:35]=2)=[CH:26][CH:25]=1)[CH2:14][CH2:15][CH3:16]. (2) Given the product [Cl:1][C:2]1[CH:6]=[CH:5][N:4]([C:7]2[CH:8]=[N:9][CH:10]=[CH:11][CH:12]=2)[N:3]=1, predict the reactants needed to synthesize it. The reactants are: [Cl:1][C:2]1[CH2:6][CH2:5][N:4]([C:7]2[CH:8]=[N:9][CH:10]=[CH:11][CH:12]=2)[N:3]=1.[OH-].[K+]. (3) Given the product [C:1]([C:3]1[CH:4]=[C:5]([N:10]([CH2:15][C:16]2[CH:21]=[CH:20][C:19]([C:31]3[CH:30]=[CH:29][CH:28]=[C:27]([S:24]([CH3:23])(=[O:26])=[O:25])[CH:32]=3)=[CH:18][CH:17]=2)[C:11](=[O:14])[CH2:12][CH3:13])[CH:6]=[C:7]([F:9])[CH:8]=1)#[N:2], predict the reactants needed to synthesize it. The reactants are: [C:1]([C:3]1[CH:4]=[C:5]([N:10]([CH2:15][C:16]2[CH:21]=[CH:20][C:19](I)=[CH:18][CH:17]=2)[C:11](=[O:14])[CH2:12][CH3:13])[CH:6]=[C:7]([F:9])[CH:8]=1)#[N:2].[CH3:23][S:24]([C:27]1[CH:28]=[C:29](B(O)O)[CH:30]=[CH:31][CH:32]=1)(=[O:26])=[O:25]. (4) The reactants are: OC1C=C2C(CCC(=O)O2)=CC=1.[NH2:13][C:14]1[CH:19]=[CH:18][C:17](/[CH:20]=[CH:21]/[C:22]([O:24][CH3:25])=[O:23])=[C:16]([CH3:26])[CH:15]=1. Given the product [NH2:13][C:14]1[CH:19]=[CH:18][C:17]([CH2:20][CH2:21][C:22]([O:24][CH3:25])=[O:23])=[C:16]([CH3:26])[CH:15]=1, predict the reactants needed to synthesize it. (5) Given the product [OH:8][C:9]1[CH:14]=[C:13]([O:15][CH3:16])[CH:12]=[CH:11][C:10]=1[CH2:17][C:18]([O:20][CH3:21])=[O:19], predict the reactants needed to synthesize it. The reactants are: C([O:8][C:9]1[CH:14]=[C:13]([O:15][CH3:16])[CH:12]=[CH:11][C:10]=1[CH2:17][C:18]([O:20][CH3:21])=[O:19])C1C=CC=CC=1. (6) Given the product [CH3:30][O:29][CH2:28][CH2:27][O:26][C:24]1[CH:23]=[CH:22][N:21]2[C:17]([C:14]3[CH:13]=[CH:12][C:11]4[C:16](=[C:7]([N:36]5[CH2:35][CH2:34][N:33]([C:39]([O:41][C:42]([CH3:45])([CH3:44])[CH3:43])=[O:40])[CH2:38][CH2:37]5)[CH:8]=[CH:9][CH:10]=4)[N:15]=3)=[N:18][N:19]=[C:20]2[CH:25]=1, predict the reactants needed to synthesize it. The reactants are: FC(F)(F)S(O[C:7]1[CH:8]=[CH:9][CH:10]=[C:11]2[C:16]=1[N:15]=[C:14]([C:17]1[N:21]3[CH:22]=[CH:23][C:24]([O:26][CH2:27][CH2:28][O:29][CH3:30])=[CH:25][C:20]3=[N:19][N:18]=1)[CH:13]=[CH:12]2)(=O)=O.[N:33]1([C:39]([O:41][C:42]([CH3:45])([CH3:44])[CH3:43])=[O:40])[CH2:38][CH2:37][NH:36][CH2:35][CH2:34]1.C([O-])([O-])=O.[Cs+].[Cs+]. (7) Given the product [Cl:10][C:8]1[C:7]([CH3:11])=[C:6]([CH:12]2[CH2:13][N:14]([C:16]([O:18][C:19]([CH3:22])([CH3:21])[CH3:20])=[O:17])[CH2:15]2)[C:5]([O:23][CH3:24])=[C:4]([CH:1]([OH:3])[CH3:2])[CH:9]=1, predict the reactants needed to synthesize it. The reactants are: [C:1]([C:4]1[C:5]([O:23][CH3:24])=[C:6]([CH:12]2[CH2:15][N:14]([C:16]([O:18][C:19]([CH3:22])([CH3:21])[CH3:20])=[O:17])[CH2:13]2)[C:7]([CH3:11])=[C:8]([Cl:10])[CH:9]=1)(=[O:3])[CH3:2].[BH4-].[Na+].